The task is: Predict the reactants needed to synthesize the given product.. This data is from Full USPTO retrosynthesis dataset with 1.9M reactions from patents (1976-2016). Given the product [CH3:54][C:48]1[CH:49]=[CH:50][CH:51]=[C:52]([CH3:53])[C:47]=1[C:46]1[C:40]2[O:39][CH:38]([CH2:37][NH2:34])[CH2:42][C:41]=2[CH:43]=[CH:44][CH:45]=1, predict the reactants needed to synthesize it. The reactants are: CC1C=CC(S(OCC2CC3C=CC=C(C4C(C)=CC=CC=4C)C=3O2)(=O)=O)=CC=1.[N-]=[N+]=[N-].[Na+].[N:34]([CH2:37][CH:38]1[CH2:42][C:41]2[CH:43]=[CH:44][CH:45]=[C:46]([C:47]3[C:52]([CH3:53])=[CH:51][CH:50]=[CH:49][C:48]=3[CH3:54])[C:40]=2[O:39]1)=[N+]=[N-].[N-]=[N+]=[N-].